This data is from Forward reaction prediction with 1.9M reactions from USPTO patents (1976-2016). The task is: Predict the product of the given reaction. (1) Given the reactants [F:1][CH:2]([F:32])[O:3][C:4]1[CH:5]=[C:6]([CH:14]([C:22]2[CH:27]=[CH:26][C:25]([C:28]([OH:31])([CH3:30])[CH3:29])=[CH:24][CH:23]=2)[CH2:15][C:16]2[CH:17]=[N:18][CH:19]=[CH:20][CH:21]=2)[CH:7]=[CH:8][C:9]=1[O:10][CH:11]([F:13])[F:12].C1C=C(C([O-])=[O:40])C(C(O[O-])=O)=CC=1.[Mg+2], predict the reaction product. The product is: [F:32][CH:2]([F:1])[O:3][C:4]1[CH:5]=[C:6]([CH:14]([C:22]2[CH:23]=[CH:24][C:25]([C:28]([OH:31])([CH3:30])[CH3:29])=[CH:26][CH:27]=2)[CH2:15][C:16]2[CH:17]=[N+:18]([O-:40])[CH:19]=[CH:20][CH:21]=2)[CH:7]=[CH:8][C:9]=1[O:10][CH:11]([F:12])[F:13]. (2) Given the reactants [CH2:1]([OH:4])[C:2]#[CH:3].[N+:5](=[CH:7][C:8]([O:10][CH2:11][CH3:12])=[O:9])=[N-:6], predict the reaction product. The product is: [CH2:11]([O:10][C:8]([C:7]1[NH:5][N:6]=[C:2]([CH2:1][OH:4])[CH:3]=1)=[O:9])[CH3:12]. (3) The product is: [CH3:1][C:2]1[CH:7]=[C:6]([C:29]2[CH:30]=[N:31][C:32]([O:35][CH:36]3[CH2:41][CH2:40][CH:39]([C:42]([O:44][CH2:45][CH3:46])=[O:43])[CH2:38][CH2:37]3)=[N:33][CH:34]=2)[CH:5]=[C:4]([NH:17][C:18]2[N:23]=[C:22]([C:24]([F:27])([F:25])[F:26])[CH:21]=[CH:20][N:19]=2)[CH:3]=1. Given the reactants [CH3:1][C:2]1[CH:3]=[C:4]([NH:17][C:18]2[N:23]=[C:22]([C:24]([F:27])([F:26])[F:25])[CH:21]=[CH:20][N:19]=2)[CH:5]=[C:6](B2OC(C)(C)C(C)(C)O2)[CH:7]=1.Br[C:29]1[CH:30]=[N:31][C:32]([O:35][CH:36]2[CH2:41][CH2:40][CH:39]([C:42]([O:44][CH2:45][CH3:46])=[O:43])[CH2:38][CH2:37]2)=[N:33][CH:34]=1.O1CCOCC1.C(=O)([O-])[O-].[Na+].[Na+], predict the reaction product.